From a dataset of Full USPTO retrosynthesis dataset with 1.9M reactions from patents (1976-2016). Predict the reactants needed to synthesize the given product. (1) The reactants are: F[C:2]1[CH:7]=[CH:6][C:5](C)=[CH:4][C:3]=1[CH:9]1[CH2:13][N:12]([CH:14]2[CH2:19][CH2:18][O:17][CH2:16][CH2:15]2)[C:11](=[O:20])[N:10]1[CH:21]1[CH2:26][CH2:25][NH:24][CH2:23][CH2:22]1.[Br:27]C1C=C(C=CC=1)C=O.FC1C=C(C=C(C)C=1)C=O. Given the product [Br:27][C:5]1[CH:4]=[C:3]([CH:9]2[CH2:13][N:12]([CH:14]3[CH2:19][CH2:18][O:17][CH2:16][CH2:15]3)[C:11](=[O:20])[N:10]2[CH:21]2[CH2:26][CH2:25][NH:24][CH2:23][CH2:22]2)[CH:2]=[CH:7][CH:6]=1, predict the reactants needed to synthesize it. (2) Given the product [Cl:10][CH2:11][C:12]([NH:1][C:2]([CH3:7])([CH3:6])[C:3]([OH:5])=[O:4])=[O:13], predict the reactants needed to synthesize it. The reactants are: [NH2:1][C:2]([CH3:7])([CH3:6])[C:3]([OH:5])=[O:4].[OH-].[Na+].[Cl:10][CH2:11][C:12](Cl)=[O:13].Cl. (3) Given the product [N:37]([CH2:8][C:7]1[CH:6]=[CH:5][C:4]([C:10]2[CH:11]=[CH:12][C:13](=[O:31])[N:14]([CH2:16][CH2:17][O:18][C:19]3[C:28]4[C:23](=[CH:24][C:25]([O:29][CH3:30])=[CH:26][CH:27]=4)[N:22]=[CH:21][CH:20]=3)[N:15]=2)=[CH:3][C:2]=1[Cl:1])=[N+:38]=[N-:39], predict the reactants needed to synthesize it. The reactants are: [Cl:1][C:2]1[CH:3]=[C:4]([C:10]2[CH:11]=[CH:12][C:13](=[O:31])[N:14]([CH2:16][CH2:17][O:18][C:19]3[C:28]4[C:23](=[CH:24][C:25]([O:29][CH3:30])=[CH:26][CH:27]=4)[N:22]=[CH:21][CH:20]=3)[N:15]=2)[CH:5]=[CH:6][C:7]=1[CH2:8]O.CS(Cl)(=O)=O.[N-:37]=[N+:38]=[N-:39].[Na+]. (4) Given the product [OH:8][C@H:9]1[C@H:13]([OH:14])[C@@H:12]([CH2:22][OH:23])[N:11]([CH2:40][CH2:41][CH2:42][C:43]2[CH:48]=[CH:47][CH:46]=[CH:45][CH:44]=2)[C@@H:10]1[CH2:31][C:32]([NH:34][CH3:35])=[O:33], predict the reactants needed to synthesize it. The reactants are: C([O:8][C@H:9]1[C@H:13]([O:14]CC2C=CC=CC=2)[C@@H:12]([CH2:22][O:23]CC2C=CC=CC=2)[NH:11][C@@H:10]1[CH2:31][C:32]([NH:34][CH3:35])=[O:33])C1C=CC=CC=1.B(Cl)(Cl)Cl.[CH:40](=O)[CH2:41][CH2:42][C:43]1[CH:48]=[CH:47][CH:46]=[CH:45][CH:44]=1.[BH3-]C#N.[Na+]. (5) Given the product [F:19][C:16]1[C:17]2[CH:18]=[C:5]3[C:4]4[N:3]=[C:2]([C:37]5[C:38]([N:40]([CH3:45])[S:41]([CH3:44])(=[O:43])=[O:42])=[CH:39][C:29]6[O:28][C:27]([C:24]7[CH:25]=[CH:26][C:21]([F:20])=[CH:22][CH:23]=7)=[C:31]([C:32]([NH:34][CH3:35])=[O:33])[C:30]=6[CH:36]=5)[CH:11]=[CH:10][C:9]=4[CH2:8][CH2:7][N:6]3[C:12]=2[CH:13]=[CH:14][CH:15]=1, predict the reactants needed to synthesize it. The reactants are: Cl[C:2]1[CH:11]=[CH:10][C:9]2[CH2:8][CH2:7][N:6]3[C:12]4[CH:13]=[CH:14][CH:15]=[C:16]([F:19])[C:17]=4[CH:18]=[C:5]3[C:4]=2[N:3]=1.[F:20][C:21]1[CH:26]=[CH:25][C:24]([C:27]2[O:28][C:29]3[CH:39]=[C:38]([N:40]([CH3:45])[S:41]([CH3:44])(=[O:43])=[O:42])[C:37](B4OC(C)(C)C(C)(C)O4)=[CH:36][C:30]=3[C:31]=2[C:32]([NH:34][CH3:35])=[O:33])=[CH:23][CH:22]=1. (6) Given the product [F:42][C:43]1[CH:50]=[C:49]([F:51])[CH:48]=[CH:47][C:44]=1[CH2:45][N:33]1[C:34]2[C:30](=[CH:29][C:28]([N+:25]([O-:27])=[O:26])=[CH:36][CH:35]=2)[CH:31]=[C:32]1[C:37]([O:39][CH2:40][CH3:41])=[O:38], predict the reactants needed to synthesize it. The reactants are: O1CCOCCOCCOCCOCCOCC1.CC(C)([O-])C.[K+].[N+:25]([C:28]1[CH:29]=[C:30]2[C:34](=[CH:35][CH:36]=1)[NH:33][C:32]([C:37]([O:39][CH2:40][CH3:41])=[O:38])=[CH:31]2)([O-:27])=[O:26].[F:42][C:43]1[CH:50]=[C:49]([F:51])[CH:48]=[CH:47][C:44]=1[CH2:45]Br. (7) Given the product [ClH:52].[ClH:52].[CH3:1][N:2]1[CH2:7][CH2:6][N:5]([C:8]([C:10]2[CH:17]=[CH:16][C:13]([CH2:14][N:18]3[CH2:23][CH2:22][O:21][CH2:20][CH2:19]3)=[CH:12][CH:11]=2)=[O:9])[CH2:4][CH2:3]1, predict the reactants needed to synthesize it. The reactants are: [CH3:1][N:2]1[CH2:7][CH2:6][N:5]([C:8]([C:10]2[CH:17]=[CH:16][C:13]([CH:14]=O)=[CH:12][CH:11]=2)=[O:9])[CH2:4][CH2:3]1.[NH:18]1[CH2:23][CH2:22][O:21][CH2:20][CH2:19]1.C(O[BH-](OC(=O)C)OC(=O)C)(=O)C.[Na+].[OH-].[Na+].C1(N)C(F)=C(F)C(F)=C(N)C=1F.[ClH:52].Cl.Cl. (8) Given the product [Cl:22][CH2:12][C:10]1[O:11][C:7]([S:4]([CH3:3])(=[O:6])=[O:5])=[CH:8][CH:9]=1, predict the reactants needed to synthesize it. The reactants are: N#N.[CH3:3][S:4]([C:7]1[O:11][C:10]([CH2:12]O)=[CH:9][CH:8]=1)(=[O:6])=[O:5].CCN(CC)CC.C(Cl)[Cl:22]. (9) The reactants are: [C:1]([Br:5])(Br)(Br)Br.[CH2:6]([O:8][C:9]([C:11]1([CH2:24][CH2:25]CO)[CH2:16][CH2:15][N:14]([C:17]([O:19][C:20]([CH3:23])([CH3:22])[CH3:21])=[O:18])[CH2:13][CH2:12]1)=[O:10])[CH3:7].C1(P(C2C=CC=CC=2)C2C=CC=CC=2)C=CC=CC=1. Given the product [CH2:6]([O:8][C:9]([C:11]1([CH2:24][CH2:25][CH2:1][Br:5])[CH2:16][CH2:15][N:14]([C:17]([O:19][C:20]([CH3:23])([CH3:22])[CH3:21])=[O:18])[CH2:13][CH2:12]1)=[O:10])[CH3:7], predict the reactants needed to synthesize it.